This data is from Reaction yield outcomes from USPTO patents with 853,638 reactions. The task is: Predict the reaction yield, written as a fraction of the theoretical maximum amount of product (1.0 means a 100% yield; for example, 0.34 means a 34% yield). (1) The reactants are [OH:1][C:2]1[C:3]([CH3:12])=[N:4][C:5]2[C:10]([CH:11]=1)=[CH:9][CH:8]=[CH:7][CH:6]=2.C1C(=O)N([Br:20])C(=O)C1.N(C(C)(C)C#N)=NC(C)(C)C#N.O. The catalyst is ClC1C=CC=CC=1. The product is [Br:20][C:11]1[C:10]2[C:5](=[CH:6][CH:7]=[CH:8][CH:9]=2)[N:4]=[C:3]([CH3:12])[C:2]=1[OH:1]. The yield is 0.310. (2) The reactants are [CH3:1][O:2][C:3]1[CH:4]=[CH:5][C:6]2[N:7]([C:9]([CH:18]([CH:20]3[CH2:25][CH2:24][N:23]([CH2:26][C:27](=[O:29])[CH3:28])[CH2:22][CH2:21]3)[CH3:19])=[C:10]([CH3:17])[C:11]=2[C:12]([O:14][CH2:15][CH3:16])=[O:13])[N:8]=1.[CH3:30][Mg]Br. The catalyst is O1CCCC1. The product is [OH:29][C:27]([CH3:30])([CH3:28])[CH2:26][N:23]1[CH2:22][CH2:21][CH:20]([CH:18]([C:9]2[N:7]3[N:8]=[C:3]([O:2][CH3:1])[CH:4]=[CH:5][C:6]3=[C:11]([C:12]([O:14][CH2:15][CH3:16])=[O:13])[C:10]=2[CH3:17])[CH3:19])[CH2:25][CH2:24]1. The yield is 0.961. (3) The reactants are [F:1][C:2]([F:24])([F:23])[C:3]1[CH:4]=[C:5]([C:13]2[N:17]=[CH:16][N:15](/[CH:18]=[CH:19]\[C:20](O)=[O:21])[N:14]=2)[CH:6]=[C:7]([C:9]([F:12])([F:11])[F:10])[CH:8]=1.[NH:25]([C:27]1[CH:28]=[N:29][CH:30]=[CH:31][CH:32]=1)[NH2:26].C(P1(=O)OP(CCC)(=O)OP(CCC)(=O)O1)CC.CCN(C(C)C)C(C)C. The catalyst is CCOC(C)=O.C(Cl)Cl.CO. The product is [F:24][C:2]([F:23])([F:1])[C:3]1[CH:4]=[C:5]([C:13]2[N:17]=[CH:16][N:15](/[CH:18]=[CH:19]\[C:20]([NH:26][NH:25][C:27]3[CH:28]=[N:29][CH:30]=[CH:31][CH:32]=3)=[O:21])[N:14]=2)[CH:6]=[C:7]([C:9]([F:12])([F:10])[F:11])[CH:8]=1. The yield is 0.0600. (4) The reactants are [F:1][C:2]1[C:3]([NH2:12])=[CH:4][C:5]2[C:10]([CH:11]=1)=[CH:9][CH:8]=[CH:7][CH:6]=2.[N:13]([O-])=O.[Na+].O.O.Cl[Sn]Cl.Cl.[F:23][C:24]([F:36])([F:35])[C:25](=O)[CH2:26][C:27]([C:29]1[O:30][CH:31]=[CH:32][CH:33]=1)=O. The catalyst is O. The product is [F:23][C:24]([F:36])([F:35])[C:25]1[CH:26]=[C:27]([C:29]2[O:30][CH:31]=[CH:32][CH:33]=2)[N:12]([C:3]2[C:2]([F:1])=[CH:11][C:10]3[C:5](=[CH:6][CH:7]=[CH:8][CH:9]=3)[CH:4]=2)[N:13]=1. The yield is 0.600.